Dataset: Forward reaction prediction with 1.9M reactions from USPTO patents (1976-2016). Task: Predict the product of the given reaction. (1) Given the reactants [C:1]1([C:15]([O:17][CH2:18][CH3:19])=[O:16])[CH:6]=[C:5]([C:7]([O-:9])=O)[CH:4]=[C:3]([C:10]([O:12][CH2:13][CH3:14])=[O:11])[CH:2]=1.ON1C2C=CC=CC=2N=N1.Cl.[CH3:31][N:32](C)[CH2:33][CH2:34][CH2:35]N=C=NCC.CNCCC, predict the reaction product. The product is: [CH2:13]([O:12][C:10](=[O:11])[C:3]1[CH:4]=[C:5]([C:7](=[O:9])[N:32]([CH3:31])[CH2:33][CH2:34][CH3:35])[CH:6]=[C:1]([C:15]([O:17][CH2:18][CH3:19])=[O:16])[CH:2]=1)[CH3:14]. (2) The product is: [I-:3].[CH2:1]([N+:15]1([CH2:14][CH2:13][CH:12]([C:7]2[CH:6]=[C:5]([CH3:4])[CH:10]=[CH:9][C:8]=2[OH:11])[C:20]2[CH:25]=[CH:24][CH:23]=[CH:22][CH:21]=2)[CH2:16][CH2:17][CH2:18][CH2:19]1)[CH3:2]. Given the reactants [CH2:1]([I:3])[CH3:2].[CH3:4][C:5]1[CH:10]=[CH:9][C:8]([OH:11])=[C:7]([CH:12]([C:20]2[CH:25]=[CH:24][CH:23]=[CH:22][CH:21]=2)[CH2:13][CH2:14][N:15]2[CH2:19][CH2:18][CH2:17][CH2:16]2)[CH:6]=1, predict the reaction product. (3) The product is: [CH2:1]([O:8][C:9]1[CH:10]=[CH:11][C:12](/[CH:38]=[CH:37]/[C:36]([O:40][CH2:41][C:42]2[CH:47]=[CH:46][CH:45]=[CH:44][CH:43]=2)=[O:39])=[C:13]([C:15]2[CH2:19][C:18]([CH2:27][C:28]([O:30][C:31]([CH3:34])([CH3:33])[CH3:32])=[O:29])([C:20]([O:22][C:23]([CH3:26])([CH3:25])[CH3:24])=[O:21])[O:17][N:16]=2)[CH:14]=1)[C:2]1[CH:7]=[CH:6][CH:5]=[CH:4][CH:3]=1. Given the reactants [CH2:1]([O:8][C:9]1[CH:10]=[CH:11][C:12](Br)=[C:13]([C:15]2[CH2:19][C:18]([CH2:27][C:28]([O:30][C:31]([CH3:34])([CH3:33])[CH3:32])=[O:29])([C:20]([O:22][C:23]([CH3:26])([CH3:25])[CH3:24])=[O:21])[O:17][N:16]=2)[CH:14]=1)[C:2]1[CH:7]=[CH:6][CH:5]=[CH:4][CH:3]=1.[C:36]([O:40][CH2:41][C:42]1[CH:47]=[CH:46][CH:45]=[CH:44][CH:43]=1)(=[O:39])[CH:37]=[CH2:38].CC1C=CC=CC=1P(C1C=CC=CC=1C)C1C=CC=CC=1C.C(N(CC)CC)C, predict the reaction product. (4) Given the reactants [Al+3].[Cl-].[Cl-].[Cl-].[C:5](Cl)([CH3:7])=[O:6].[CH2:9]([C:12]1[CH:17]=[CH:16][C:15]([O:18][CH3:19])=[CH:14][CH:13]=1)[CH2:10][CH3:11].Cl, predict the reaction product. The product is: [CH3:19][O:18][C:15]1[CH:16]=[CH:17][C:12]([CH2:9][CH2:10][CH3:11])=[CH:13][C:14]=1[C:5](=[O:6])[CH3:7]. (5) Given the reactants [CH3:1][C:2]1[CH:3]=[N:4][C:5]2[C:10]([C:11]=1[C:12]1[CH:13]=[C:14]([OH:18])[CH:15]=[CH:16][CH:17]=1)=[CH:9][CH:8]=[CH:7][C:6]=2[C:19]([F:22])([F:21])[F:20].[CH3:23][C:24]1[CH:32]=[CH:31][C:30]([S:33]([CH3:36])(=[O:35])=[O:34])=[CH:29][C:25]=1[C:26](O)=[O:27], predict the reaction product. The product is: [CH3:23][C:24]1[CH:32]=[CH:31][C:30]([S:33]([CH3:36])(=[O:35])=[O:34])=[CH:29][C:25]=1[C:26]([O:18][C:14]1[CH:15]=[CH:16][CH:17]=[C:12]([C:11]2[C:10]3[C:5](=[C:6]([C:19]([F:22])([F:20])[F:21])[CH:7]=[CH:8][CH:9]=3)[N:4]=[CH:3][C:2]=2[CH3:1])[CH:13]=1)=[O:27]. (6) Given the reactants [NH2:1][C@H:2]([CH2:5][CH2:6][C:7]1[CH:12]=[CH:11][C:10]([F:13])=[CH:9][CH:8]=1)[CH2:3][OH:4].[N:14]#[C:15]Br, predict the reaction product. The product is: [F:13][C:10]1[CH:9]=[CH:8][C:7]([CH2:6][CH2:5][C@@H:2]2[CH2:3][O:4][C:15]([NH2:14])=[N:1]2)=[CH:12][CH:11]=1.